From a dataset of Catalyst prediction with 721,799 reactions and 888 catalyst types from USPTO. Predict which catalyst facilitates the given reaction. (1) Reactant: [Cl:1][C:2]1[CH:7]=[CH:6][C:5]([C:8]2[O:9][C:10]3[C:15]([C:16](=[O:18])[CH:17]=2)=[C:14]([OH:19])[CH:13]=[C:12]([OH:20])[CH:11]=3)=[CH:4][CH:3]=1.C(N(CC)C(C)C)(C)C.[CH3:30][O:31][CH2:32]Cl.O. Product: [Cl:1][C:2]1[CH:3]=[CH:4][C:5]([C:8]2[O:9][C:10]3[C:15]([C:16](=[O:18])[CH:17]=2)=[C:14]([OH:19])[CH:13]=[C:12]([O:20][CH2:30][O:31][CH3:32])[CH:11]=3)=[CH:6][CH:7]=1. The catalyst class is: 3. (2) Reactant: [CH:1]1[C:9]2[C:8]3[CH:10]=[CH:11][CH:12]=[CH:13][C:7]=3[S:6][C:5]=2[C:4]([C:14]2[C:23]3[C:18](=[CH:19][C:20]([C:24]4[C:29]5[S:30][C:31]6[CH:36]=[CH:35][CH:34]=[CH:33][C:32]=6[C:28]=5[CH:27]=[CH:26][CH:25]=4)=[CH:21][CH:22]=3)[CH:17]=[CH:16][C:15]=2[OH:37])=[CH:3][CH:2]=1.[CH2:38]1C[O:41][CH2:40][CH2:39]1.C(N(CC)CC)C.C(Cl)(=O)C=C. Product: [C:40]([O:37][C:15]1[CH:16]=[CH:17][C:18]2[C:23](=[CH:22][CH:21]=[C:20]([C:24]3[C:29]4[S:30][C:31]5[CH:36]=[CH:35][CH:34]=[CH:33][C:32]=5[C:28]=4[CH:27]=[CH:26][CH:25]=3)[CH:19]=2)[C:14]=1[C:4]1[C:5]2[S:6][C:7]3[CH:13]=[CH:12][CH:11]=[CH:10][C:8]=3[C:9]=2[CH:1]=[CH:2][CH:3]=1)(=[O:41])[CH:39]=[CH2:38]. The catalyst class is: 69. (3) Reactant: [CH:1]1([C:7]([OH:9])=O)[CH2:6][CH2:5][CH2:4][CH2:3][CH2:2]1.CN(C(ON1N=NC2C=CC=NC1=2)=[N+](C)C)C.F[P-](F)(F)(F)(F)F.CN1CCOCC1.[CH3:41][O:42][C:43]1[C:44]2[N:57]=[C:56]([NH2:58])[S:55][C:45]=2[C:46]([CH:49]2[CH2:54][CH2:53][O:52][CH2:51][CH2:50]2)=[N:47][CH:48]=1. Product: [CH3:41][O:42][C:43]1[C:44]2[N:57]=[C:56]([NH:58][C:7]([CH:1]3[CH2:2][CH2:3][CH2:4][CH2:5][CH2:6]3)=[O:9])[S:55][C:45]=2[C:46]([CH:49]2[CH2:50][CH2:51][O:52][CH2:53][CH2:54]2)=[N:47][CH:48]=1. The catalyst class is: 1. (4) Reactant: [F:1][CH2:2][CH2:3][O:4][C:5]1[CH:6]=[C:7]([C:11]2[CH:12]=[C:13]([CH:17]([NH:23][C:24]([C@@H:26]3[CH2:31][CH2:30][CH2:29][N:28]([C:32](=[O:48])[CH2:33][CH2:34][CH:35]4[CH2:40][CH2:39][N:38]([C:41]([O:43][C:44]([CH3:47])([CH3:46])[CH3:45])=[O:42])[CH2:37][CH2:36]4)[CH2:27]3)=[O:25])[CH2:18][C:19]([O:21]C)=[O:20])[CH:14]=[N:15][CH:16]=2)[CH:8]=[CH:9][CH:10]=1.O.O.O.O.O.O.O.O.[OH-].[Ba+2].[OH-]. Product: [C:44]([O:43][C:41]([N:38]1[CH2:37][CH2:36][CH:35]([CH2:34][CH2:33][C:32]([N:28]2[CH2:29][CH2:30][CH2:31][C@@H:26]([C:24]([NH:23][CH:17]([C:13]3[CH:14]=[N:15][CH:16]=[C:11]([C:7]4[CH:8]=[CH:9][CH:10]=[C:5]([O:4][CH2:3][CH2:2][F:1])[CH:6]=4)[CH:12]=3)[CH2:18][C:19]([OH:21])=[O:20])=[O:25])[CH2:27]2)=[O:48])[CH2:40][CH2:39]1)=[O:42])([CH3:47])([CH3:46])[CH3:45]. The catalyst class is: 5. (5) Reactant: Br[CH2:2][C:3]([N:5]1[C:13]2[C:8](=[CH:9][C:10]([O:17][CH3:18])=[C:11]([N+:14]([O-])=O)[CH:12]=2)[CH2:7][CH2:6]1)=[O:4].C([O-])([O-])=O.[K+].[K+].[NH:25]1[CH2:29][CH2:28][CH:27]([OH:30])[CH2:26]1. Product: [NH2:14][C:11]1[CH:12]=[C:13]2[C:8]([CH2:7][CH2:6][N:5]2[C:3](=[O:4])[CH2:2][N:25]2[CH2:29][CH2:28][CH:27]([OH:30])[CH2:26]2)=[CH:9][C:10]=1[O:17][CH3:18]. The catalyst class is: 46. (6) Reactant: [Br:1][C:2]1[CH:3]=[C:4]([CH3:15])[C:5]([N:8]2[CH2:13][CH2:12][NH:11][C@H:10]([CH3:14])[CH2:9]2)=[N:6][CH:7]=1.[C:16]([O:20][C:21](O[C:21]([O:20][C:16]([CH3:19])([CH3:18])[CH3:17])=[O:22])=[O:22])([CH3:19])([CH3:18])[CH3:17].C([O-])([O-])=O.[Na+].[Na+]. Product: [C:16]([O:20][C:21]([N:11]1[CH2:12][CH2:13][N:8]([C:5]2[C:4]([CH3:15])=[CH:3][C:2]([Br:1])=[CH:7][N:6]=2)[CH2:9][C@H:10]1[CH3:14])=[O:22])([CH3:19])([CH3:18])[CH3:17]. The catalyst class is: 20.